Dataset: Forward reaction prediction with 1.9M reactions from USPTO patents (1976-2016). Task: Predict the product of the given reaction. (1) The product is: [Cl:17][C:18]1[N:19]=[C:20]([N:2]([CH3:1])[CH2:3][C:4]2[CH:9]=[CH:8][N:7]=[CH:6][CH:5]=2)[C:21]([F:25])=[C:22]([Cl:24])[N:23]=1. Given the reactants [CH3:1][NH:2][CH2:3][C:4]1[CH:9]=[CH:8][N:7]=[CH:6][CH:5]=1.C(N(CC)CC)C.[Cl:17][C:18]1[N:23]=[C:22]([Cl:24])[C:21]([F:25])=[C:20](Cl)[N:19]=1, predict the reaction product. (2) Given the reactants [Br:1][C:2]1[C:3]([CH3:7])=[N:4][NH:5][CH:6]=1.[F:8][C:9]1[CH:14]=[CH:13][CH:12]=[CH:11][C:10]=1OB(O)O.N1C=CC=CC=1, predict the reaction product. The product is: [Br:1][C:2]1[C:3]([CH3:7])=[N:4][N:5]([C:10]2[CH:11]=[CH:12][CH:13]=[CH:14][C:9]=2[F:8])[CH:6]=1.